Dataset: M1 muscarinic receptor antagonist screen with 61,756 compounds. Task: Binary Classification. Given a drug SMILES string, predict its activity (active/inactive) in a high-throughput screening assay against a specified biological target. The compound is S(C=1NC(=C(C(C1C#N)c1occc1)C(=O)C)C)CC(=O)c1ccc(F)cc1. The result is 0 (inactive).